This data is from Full USPTO retrosynthesis dataset with 1.9M reactions from patents (1976-2016). The task is: Predict the reactants needed to synthesize the given product. (1) Given the product [F:28][C:25]1[CH:26]=[CH:27][C:22]([C:21]([NH:20][C:17]2[CH:18]=[CH:19][C:14]([CH2:13][NH:12][C:10]3[C:9]4[C:4](=[CH:5][C:6]([CH3:30])=[CH:7][CH:8]=4)[N:3]=[C:2]([NH:34][CH2:31][CH2:32][CH3:33])[N:11]=3)=[CH:15][CH:16]=2)=[O:29])=[CH:23][CH:24]=1, predict the reactants needed to synthesize it. The reactants are: Cl[C:2]1[N:11]=[C:10]([NH:12][CH2:13][C:14]2[CH:19]=[CH:18][C:17]([NH:20][C:21](=[O:29])[C:22]3[CH:27]=[CH:26][C:25]([F:28])=[CH:24][CH:23]=3)=[CH:16][CH:15]=2)[C:9]2[C:4](=[CH:5][C:6]([CH3:30])=[CH:7][CH:8]=2)[N:3]=1.[CH2:31]([NH2:34])[CH2:32][CH3:33]. (2) The reactants are: [O:1]=[C:2]1[N:6]([C:7]2[CH:12]=[CH:11][CH:10]=[C:9]([NH:13][C:14]([NH:16][CH2:17][C:18]3[CH:23]=[CH:22][CH:21]=[CH:20][CH:19]=3)=[O:15])[CH:8]=2)[CH2:5][CH:4]([C:24]([NH:26][CH:27]([C:32]2[CH:33]=[N:34][CH:35]=[CH:36][CH:37]=2)[CH2:28][C:29]([OH:31])=O)=[O:25])[CH2:3]1.[C:38]1([S:44]([NH2:47])(=[O:46])=[O:45])[CH:43]=[CH:42][CH:41]=[CH:40][CH:39]=1.Cl.C(N=C=NCCCN(C)C)C. Given the product [O:1]=[C:2]1[N:6]([C:7]2[CH:12]=[CH:11][CH:10]=[C:9]([NH:13][C:14]([NH:16][CH2:17][C:18]3[CH:19]=[CH:20][CH:21]=[CH:22][CH:23]=3)=[O:15])[CH:8]=2)[CH2:5][CH:4]([C:24]([NH:26][CH:27]([C:32]2[CH:33]=[N:34][CH:35]=[CH:36][CH:37]=2)[CH2:28][C:29]([NH:47][S:44]([C:38]2[CH:43]=[CH:42][CH:41]=[CH:40][CH:39]=2)(=[O:46])=[O:45])=[O:31])=[O:25])[CH2:3]1, predict the reactants needed to synthesize it. (3) Given the product [CH3:1][C:2]1[CH:7]=[CH:6][C:5]([CH3:8])=[CH:4][C:3]=1[CH2:9][C:11]1[CH:16]=[CH:15][CH:14]=[CH:13][C:12]=1[S:17][CH3:18], predict the reactants needed to synthesize it. The reactants are: [CH3:1][C:2]1[CH:7]=[CH:6][C:5]([CH3:8])=[CH:4][C:3]=1[C:9]([C:11]1[CH:16]=[CH:15][CH:14]=[CH:13][C:12]=1[S:17][CH3:18])=O.C([SiH](CC)CC)C.C(O)(C(F)(F)F)=O.